Dataset: Forward reaction prediction with 1.9M reactions from USPTO patents (1976-2016). Task: Predict the product of the given reaction. (1) Given the reactants [NH:1]1[C:5](=[O:6])[CH2:4][CH2:3][C@H:2]1[C:7]([OH:9])=O.[NH2:10][C:11]([CH3:15])([CH3:14])[CH2:12]O, predict the reaction product. The product is: [CH3:12][C:11]1([CH3:15])[CH2:14][O:9][C:7]([CH:2]2[NH:1][C:5](=[O:6])[CH2:4][CH2:3]2)=[N:10]1. (2) Given the reactants [CH3:1][O:2][C:3]1[CH:22]=[CH:21][C:6]([CH2:7][C@@H:8]2[C:12]3=[N:13][C:14]4[CH:19]=[CH:18][CH:17]=[CH:16][C:15]=4[N:11]3[C:10](=[O:20])[NH:9]2)=[CH:5][CH:4]=1.Cl.[NH2:24][CH2:25][C@@H:26]1[CH2:31][CH2:30][CH2:29][CH2:28][C@H:27]1[OH:32].C(O)(C(F)(F)F)=O, predict the reaction product. The product is: [NH:11]1[C:15]2[CH:16]=[CH:17][CH:18]=[CH:19][C:14]=2[N:13]=[C:12]1[C@H:8]([NH:9][C:10]([NH:24][CH2:25][C@H:26]1[CH2:31][CH2:30][CH2:29][CH2:28][C@@H:27]1[OH:32])=[O:20])[CH2:7][C:6]1[CH:21]=[CH:22][C:3]([O:2][CH3:1])=[CH:4][CH:5]=1. (3) Given the reactants [CH3:1][O:2][C:3](=[O:12])[C:4]1[CH:9]=[CH:8][C:7]([NH2:10])=[C:6]([NH2:11])[CH:5]=1.[Cl:13][C:14]1[CH:24]=[C:23]([Cl:25])[CH:22]=[CH:21][C:15]=1[O:16][CH2:17][C:18](O)=O.ClCCl.[OH-].[Na+], predict the reaction product. The product is: [CH3:1][O:2][C:3]([C:4]1[CH:9]=[CH:8][C:7]2[NH:10][C:18]([CH2:17][O:16][C:15]3[CH:21]=[CH:22][C:23]([Cl:25])=[CH:24][C:14]=3[Cl:13])=[N:11][C:6]=2[CH:5]=1)=[O:12].